From a dataset of Full USPTO retrosynthesis dataset with 1.9M reactions from patents (1976-2016). Predict the reactants needed to synthesize the given product. Given the product [CH2:1]([O:8][C:24]1[C:25](=[O:26])[N:20]([CH2:19][O:18][CH2:11][C:12]2[CH:17]=[CH:16][CH:15]=[CH:14][CH:13]=2)[C:21](=[O:38])[N:22]([CH2:28][C:29]([F:36])([F:37])[C:30]2[CH:31]=[CH:32][CH:33]=[CH:34][CH:35]=2)[N:23]=1)[C:2]1[CH:7]=[CH:6][CH:5]=[CH:4][CH:3]=1, predict the reactants needed to synthesize it. The reactants are: [CH2:1]([OH:8])[C:2]1[CH:7]=[CH:6][CH:5]=[CH:4][CH:3]=1.[H-].[Na+].[CH2:11]([O:18][CH2:19][N:20]1[C:25](=[O:26])[C:24](Br)=[N:23][N:22]([CH2:28][C:29]([F:37])([F:36])[C:30]2[CH:35]=[CH:34][CH:33]=[CH:32][CH:31]=2)[C:21]1=[O:38])[C:12]1[CH:17]=[CH:16][CH:15]=[CH:14][CH:13]=1.